From a dataset of HIV replication inhibition screening data with 41,000+ compounds from the AIDS Antiviral Screen. Binary Classification. Given a drug SMILES string, predict its activity (active/inactive) in a high-throughput screening assay against a specified biological target. (1) The result is 0 (inactive). The molecule is O=C1NC(=O)C(=Cc2ccc([N+](=O)[O-])cc2)C(=O)N1. (2) The molecule is CCOc1cc2ccc3c4cc(OC)c(OC)cc4cnc3c2cc1OCC. The result is 0 (inactive). (3) The molecule is CCCCOC(=O)NC(Nc1ccc(S(=O)(=O)Nc2ncccn2)cc1)(C(F)(F)F)C(F)(F)F. The result is 0 (inactive).